Dataset: Forward reaction prediction with 1.9M reactions from USPTO patents (1976-2016). Task: Predict the product of the given reaction. (1) The product is: [Cl:1][C:2]1[CH:3]=[C:4]2[C:12](=[CH:13][CH:14]=1)[NH:11][C:10]1[CH:9]([NH:15][C:16](=[O:23])[C:17]3[CH:22]=[CH:21][CH:20]=[CH:19][CH:18]=3)[CH2:8][CH2:7][CH2:6][C:5]2=1. Given the reactants [Cl:1][C:2]1[CH:3]=[C:4]2[C:12](=[CH:13][CH:14]=1)[NH:11][C:10]1[CH:9]([NH2:15])[CH2:8][CH2:7][CH2:6][C:5]2=1.[C:16](Cl)(=[O:23])[C:17]1[CH:22]=[CH:21][CH:20]=[CH:19][CH:18]=1, predict the reaction product. (2) The product is: [N:1]1[C:10]2[NH:9][C:8]3[CH:11]=[C:12]([CH2:15][NH:16][C:17]([NH2:20])=[N:23][C:22]#[N:21])[CH:13]=[CH:14][C:7]=3[S:6][C:5]=2[N:4]=[CH:3][CH:2]=1. Given the reactants [N:1]1[C:10]2[NH:9][C:8]3[CH:11]=[C:12]([CH2:15][NH:16][C:17](=[NH:20])SC)[CH:13]=[CH:14][C:7]=3[S:6][C:5]=2[N:4]=[CH:3][CH:2]=1.[N:21]#[C:22][NH2:23].O.C(OCC)(=O)C, predict the reaction product.